This data is from Reaction yield outcomes from USPTO patents with 853,638 reactions. The task is: Predict the reaction yield, written as a fraction of the theoretical maximum amount of product (1.0 means a 100% yield; for example, 0.34 means a 34% yield). The reactants are [Cl-].O[NH3+:3].[C:4](=[O:7])([O-])[OH:5].[Na+].CS(C)=O.[Si]([O:20][CH:21]([CH3:59])[CH2:22][O:23][C@H:24]1[CH2:29][CH2:28][C@H:27]([N:30]2[C:35](=[O:36])[C:34]([CH2:37][C:38]3[CH:43]=[CH:42][C:41]([C:44]4[C:45]([C:50]#[N:51])=[CH:46][CH:47]=[CH:48][CH:49]=4)=[CH:40][CH:39]=3)=[C:33]([CH2:52][CH2:53][CH3:54])[N:32]3[N:55]=[C:56]([CH3:58])[N:57]=[C:31]23)[CH2:26][CH2:25]1)(C(C)(C)C)(C)C. The catalyst is O.C(OCC)(=O)C. The product is [OH:20][CH:21]([CH3:59])[CH2:22][O:23][C@H:24]1[CH2:29][CH2:28][C@H:27]([N:30]2[C:35](=[O:36])[C:34]([CH2:37][C:38]3[CH:39]=[CH:40][C:41]([C:44]4[CH:49]=[CH:48][CH:47]=[CH:46][C:45]=4[C:50]4[NH:51][C:4](=[O:7])[O:5][N:3]=4)=[CH:42][CH:43]=3)=[C:33]([CH2:52][CH2:53][CH3:54])[N:32]3[N:55]=[C:56]([CH3:58])[N:57]=[C:31]23)[CH2:26][CH2:25]1. The yield is 0.540.